Dataset: Full USPTO retrosynthesis dataset with 1.9M reactions from patents (1976-2016). Task: Predict the reactants needed to synthesize the given product. (1) Given the product [CH2:11]([O:18][C:19]([NH:21][C@@H:22]([CH2:27][O:28][C@H:29]([C@H:30]([O:39][CH2:40][C:41]([CH3:43])=[CH2:42])[C@@H:31]([O:34][CH2:35][C:36]([CH3:38])=[CH2:37])[CH2:32][OH:33])[CH3:1])[C:23]([O:25][CH3:26])=[O:24])=[O:20])[C:12]1[CH:17]=[CH:16][CH:15]=[CH:14][CH:13]=1, predict the reactants needed to synthesize it. The reactants are: [CH2:1]([Mg]Br)C.COC(C)(C)C.[CH2:11]([O:18][C:19]([NH:21][C@@H:22]([CH2:27][O:28][CH2:29][C@H:30]([O:39][CH2:40][C:41]([CH3:43])=[CH2:42])[C@@H:31]([O:34][CH2:35][C:36]([CH3:38])=[CH2:37])[CH:32]=[O:33])[C:23]([O:25][CH3:26])=[O:24])=[O:20])[C:12]1[CH:17]=[CH:16][CH:15]=[CH:14][CH:13]=1. (2) Given the product [Cl:1][C:2]1[CH:7]=[CH:6][C:5]([C:8]2[CH:13]=[CH:12][CH:11]=[CH:10][C:9]=2[S:14]([N:17]([CH3:42])[C:18]2[CH:27]=[CH:26][C:25]([O:28][CH3:29])=[C:24]3[C:19]=2[CH2:20][CH2:21][C@H:22]([CH2:30][NH:31][C:32](=[O:38])[O:33][C:34]([CH3:35])([CH3:37])[CH3:36])[CH2:23]3)(=[O:15])=[O:16])=[CH:4][CH:3]=1, predict the reactants needed to synthesize it. The reactants are: [Cl:1][C:2]1[CH:7]=[CH:6][C:5]([C:8]2[CH:13]=[CH:12][CH:11]=[CH:10][C:9]=2[S:14]([NH:17][C:18]2[CH:27]=[CH:26][C:25]([O:28][CH3:29])=[C:24]3[C:19]=2[CH2:20][CH2:21][C@H:22]([CH2:30][NH:31][C:32](=[O:38])[O:33][C:34]([CH3:37])([CH3:36])[CH3:35])[CH2:23]3)(=[O:16])=[O:15])=[CH:4][CH:3]=1.[H-].[Na+].I[CH3:42].O. (3) Given the product [CH2:1]([O:3][C:4](=[O:23])[C@H:5]([OH:22])[CH2:6][C@H:7]([NH:21][C:32]([C:29]1[NH:30][N:31]=[C:27]([C:24](=[O:26])[CH3:25])[CH:28]=1)=[O:33])[CH2:8][C:9]1[CH:10]=[CH:11][C:12]([C:15]2[CH:16]=[CH:17][CH:18]=[CH:19][CH:20]=2)=[CH:13][CH:14]=1)[CH3:2], predict the reactants needed to synthesize it. The reactants are: [CH2:1]([O:3][C:4](=[O:23])[C@H:5]([OH:22])[CH2:6][C@H:7]([NH2:21])[CH2:8][C:9]1[CH:14]=[CH:13][C:12]([C:15]2[CH:20]=[CH:19][CH:18]=[CH:17][CH:16]=2)=[CH:11][CH:10]=1)[CH3:2].[C:24]([C:27]1[CH:28]=[C:29]([C:32](O)=[O:33])[NH:30][N:31]=1)(=[O:26])[CH3:25].CN(C(ON1N=NC2C=CC=NC1=2)=[N+](C)C)C.F[P-](F)(F)(F)(F)F.CCN(C(C)C)C(C)C. (4) Given the product [Cl:1][C:2]1[CH:7]=[CH:6][C:5]([C:8]2[C:14]3[CH:15]=[C:16]([C:19]4[CH:20]=[CH:21][C:22]([CH2:25][NH:40][CH2:38][CH3:39])=[CH:23][CH:24]=4)[CH:17]=[CH:18][C:13]=3[N:12]3[C:27]([CH3:30])=[N:28][N:29]=[C:11]3[C@H:10]([CH2:31][C:32]([NH:34][CH2:35][CH3:36])=[O:33])[N:9]=2)=[CH:4][CH:3]=1, predict the reactants needed to synthesize it. The reactants are: [Cl:1][C:2]1[CH:7]=[CH:6][C:5]([C:8]2[C:14]3[CH:15]=[C:16]([C:19]4[CH:24]=[CH:23][C:22]([CH:25]=O)=[CH:21][CH:20]=4)[CH:17]=[CH:18][C:13]=3[N:12]3[C:27]([CH3:30])=[N:28][N:29]=[C:11]3[C@H:10]([CH2:31][C:32]([NH:34][CH2:35][CH3:36])=[O:33])[N:9]=2)=[CH:4][CH:3]=1.Cl.[CH2:38]([NH2:40])[CH3:39].C(O[BH-](OC(=O)C)OC(=O)C)(=O)C.[Na+].C(=O)([O-])O.[Na+]. (5) Given the product [C:6]1(/[CH:5]=[CH:4]\[CH2:3][CH2:2][OH:1])[CH:11]=[CH:10][CH:9]=[CH:8][CH:7]=1, predict the reactants needed to synthesize it. The reactants are: [O:1]1[CH:5]=[CH:4][CH2:3][CH2:2]1.[C:6]1([Mg]Br)[CH:11]=[CH:10][CH:9]=[CH:8][CH:7]=1.[NH4+].[Cl-].